From a dataset of Catalyst prediction with 721,799 reactions and 888 catalyst types from USPTO. Predict which catalyst facilitates the given reaction. (1) Reactant: [NH2:1][C:2]1[C:7]([CH2:8][NH2:9])=[C:6]([CH:10]2[CH2:15][CH2:14][CH2:13][N:12]([C:16]([O:18][C:19]([CH3:22])([CH3:21])[CH3:20])=[O:17])[CH2:11]2)[CH:5]=[C:4]([C:23]2[CH:28]=[CH:27][CH:26]=[CH:25][C:24]=2[OH:29])[N:3]=1.[C:30](N1C=CN=C1)(N1C=CN=C1)=[O:31]. Product: [OH:29][C:24]1[CH:25]=[CH:26][CH:27]=[CH:28][C:23]=1[C:4]1[CH:5]=[C:6]([CH:10]2[CH2:15][CH2:14][CH2:13][N:12]([C:16]([O:18][C:19]([CH3:22])([CH3:21])[CH3:20])=[O:17])[CH2:11]2)[C:7]2[CH2:8][NH:9][C:30](=[O:31])[NH:1][C:2]=2[N:3]=1. The catalyst class is: 1. (2) Reactant: C1(P(C2C=CC=CC=2)C2C=CC=CC=2)C=CC=CC=1.CC(OC(/N=N/C(OC(C)C)=O)=O)C.[C:34]([O:38][C:39]([N:41]1[CH2:46][CH2:45][C@@H:44]([N:47]=[C:48]([C:55]2[CH:60]=[CH:59][CH:58]=[CH:57][CH:56]=2)[C:49]2[CH:54]=[CH:53][CH:52]=[CH:51][CH:50]=2)[C@H:43](O)[CH2:42]1)=[O:40])([CH3:37])([CH3:36])[CH3:35].P([N:78]=[N+:79]=[N-:80])(OC1C=CC=CC=1)(OC1C=CC=CC=1)=O. Product: [C:34]([O:38][C:39]([N:41]1[CH2:46][CH2:45][C@H:44]([N:47]=[C:48]([C:55]2[CH:60]=[CH:59][CH:58]=[CH:57][CH:56]=2)[C:49]2[CH:50]=[CH:51][CH:52]=[CH:53][CH:54]=2)[C@H:43]([N:78]=[N+:79]=[N-:80])[CH2:42]1)=[O:40])([CH3:37])([CH3:36])[CH3:35]. The catalyst class is: 1. (3) Reactant: [O:1]1[C:8]2[CH:7]=[C:6]([C:9](=[O:13])[S:10][CH2:11]Cl)[NH:5][C:4]=2[CH:3]=[CH:2]1.[Na+].[I-:15]. Product: [O:1]1[C:8]2[CH:7]=[C:6]([C:9](=[O:13])[S:10][CH2:11][I:15])[NH:5][C:4]=2[CH:3]=[CH:2]1. The catalyst class is: 95. (4) Reactant: C([O:4][C:5](=[O:77])[CH2:6][C@H:7]([OH:76])[C@H:8]([NH:16][C:17](=[O:75])[C@H:18]([NH:40][C:41](=[O:74])[C@H:42]([NH:44][C:45](=[O:73])[CH2:46][C@H:47]([OH:72])/[CH:48]=[CH:49]/[CH2:50][CH2:51][S:52][C:53]([C:66]1[CH:71]=[CH:70][CH:69]=[CH:68][CH:67]=1)([C:60]1[CH:65]=[CH:64][CH:63]=[CH:62][CH:61]=1)[C:54]1[CH:59]=[CH:58][CH:57]=[CH:56][CH:55]=1)[CH3:43])[CH2:19][S:20][C:21]([C:34]1[CH:39]=[CH:38][CH:37]=[CH:36][CH:35]=1)([C:28]1[CH:33]=[CH:32][CH:31]=[CH:30][CH:29]=1)[C:22]1[CH:27]=[CH:26][CH:25]=[CH:24][CH:23]=1)[CH2:9][C:10]1[CH:15]=[CH:14][CH:13]=[CH:12][CH:11]=1)C=C.N1CCOCC1.CC(O)=O. Product: [OH:76][C@H:7]([C@H:8]([NH:16][C:17](=[O:75])[C@H:18]([NH:40][C:41](=[O:74])[C@H:42]([NH:44][C:45](=[O:73])[CH2:46][C@H:47]([OH:72])/[CH:48]=[CH:49]/[CH2:50][CH2:51][S:52][C:53]([C:66]1[CH:71]=[CH:70][CH:69]=[CH:68][CH:67]=1)([C:60]1[CH:65]=[CH:64][CH:63]=[CH:62][CH:61]=1)[C:54]1[CH:55]=[CH:56][CH:57]=[CH:58][CH:59]=1)[CH3:43])[CH2:19][S:20][C:21]([C:22]1[CH:23]=[CH:24][CH:25]=[CH:26][CH:27]=1)([C:28]1[CH:33]=[CH:32][CH:31]=[CH:30][CH:29]=1)[C:34]1[CH:39]=[CH:38][CH:37]=[CH:36][CH:35]=1)[CH2:9][C:10]1[CH:15]=[CH:14][CH:13]=[CH:12][CH:11]=1)[CH2:6][C:5]([OH:77])=[O:4]. The catalyst class is: 694. (5) Reactant: [CH3:1][O:2][C:3]([C:5]1([CH3:12])[CH2:10][CH2:9][C:8](=[O:11])[CH2:7][CH2:6]1)=[O:4].C[Si]([N-][Si](C)(C)C)(C)C.[Li+].C1C=CC(N([S:30]([C:33]([F:36])([F:35])[F:34])(=[O:32])=[O:31])[S:30]([C:33]([F:36])([F:35])[F:34])(=[O:32])=[O:31])=CC=1. Product: [CH3:12][C:5]1([C:3]([O:2][CH3:1])=[O:4])[CH2:10][CH2:9][C:8]([O:11][S:30]([C:33]([F:36])([F:35])[F:34])(=[O:32])=[O:31])=[CH:7][CH2:6]1. The catalyst class is: 1. (6) Reactant: Cl.[C:2]1([CH:8]2[CH2:13][CH2:12][NH:11][CH2:10][CH2:9]2)[CH:7]=[CH:6][CH:5]=[CH:4][CH:3]=1.[Cl:14][C:15]1[C:16]2[C:17](=[O:29])[N:18]3[CH:27](O)[CH2:26][CH2:25][C:19]3=[N:20][C:21]=2[CH:22]=[CH:23][CH:24]=1.C([BH3-])#N.[Na+].C(O)(=O)C. Product: [Cl:14][C:15]1[CH:24]=[CH:23][CH:22]=[C:21]2[C:16]=1[C:17](=[O:29])[NH:18][C:19]([CH2:25][CH2:26][CH2:27][N:11]1[CH2:10][CH2:9][CH:8]([C:2]3[CH:7]=[CH:6][CH:5]=[CH:4][CH:3]=3)[CH2:13][CH2:12]1)=[N:20]2. The catalyst class is: 10. (7) Reactant: Cl[C:2]1[C:7]2[N:8]=[CH:9][N:10]([CH3:11])[C:6]=2[CH:5]=[C:4]([Cl:12])[N:3]=1.[CH3:13][O:14][C:15]1[CH:22]=[C:21]([O:23][CH3:24])[CH:20]=[CH:19][C:16]=1[CH2:17][NH2:18]. Product: [Cl:12][C:4]1[N:3]=[C:2]([NH:18][CH2:17][C:16]2[CH:19]=[CH:20][C:21]([O:23][CH3:24])=[CH:22][C:15]=2[O:14][CH3:13])[C:7]2[N:8]=[CH:9][N:10]([CH3:11])[C:6]=2[CH:5]=1. The catalyst class is: 6.